This data is from Reaction yield outcomes from USPTO patents with 853,638 reactions. The task is: Predict the reaction yield, written as a fraction of the theoretical maximum amount of product (1.0 means a 100% yield; for example, 0.34 means a 34% yield). The reactants are [NH2:1][C:2]1[CH:7]=[CH:6][C:5]([C:8]#[C:9][C:10]2[N:11]([CH2:23][CH3:24])[C:12]3[C:17]([C:18]=2[C:19]#[N:20])=[CH:16][CH:15]=[C:14]([O:21][CH3:22])[CH:13]=3)=[CH:4][CH:3]=1.C(N(CC)CC)C.[C:32](Cl)(=[O:34])[CH3:33]. The catalyst is C1COCC1. The product is [C:19]([C:18]1[C:17]2[C:12](=[CH:13][C:14]([O:21][CH3:22])=[CH:15][CH:16]=2)[N:11]([CH2:23][CH3:24])[C:10]=1[C:9]#[C:8][C:5]1[CH:6]=[CH:7][C:2]([NH:1][C:32](=[O:34])[CH3:33])=[CH:3][CH:4]=1)#[N:20]. The yield is 0.960.